This data is from Catalyst prediction with 721,799 reactions and 888 catalyst types from USPTO. The task is: Predict which catalyst facilitates the given reaction. (1) Reactant: [F:1][C:2]1[CH:7]=[CH:6][C:5]([C:8]2[CH:13]=[C:12]([N:14]3[CH2:19][CH2:18][NH:17][CH2:16][C@H:15]3[CH3:20])[N:11]=[C:10]([N:21]3[CH2:25][CH2:24][CH2:23][C@H:22]3[CH3:26])[N:9]=2)=[CH:4][CH:3]=1.Br[C:28]1[C:33]([CH3:34])=[CH:32][C:31]([Br:35])=[CH:30][N:29]=1.CCN(C(C)C)C(C)C. Product: [Br:35][C:31]1[CH:32]=[C:33]([CH3:34])[C:28]([N:17]2[CH2:18][CH2:19][N:14]([C:12]3[CH:13]=[C:8]([C:5]4[CH:4]=[CH:3][C:2]([F:1])=[CH:7][CH:6]=4)[N:9]=[C:10]([N:21]4[CH2:25][CH2:24][CH2:23][C@H:22]4[CH3:26])[N:11]=3)[C@H:15]([CH3:20])[CH2:16]2)=[N:29][CH:30]=1. The catalyst class is: 287. (2) Reactant: [Na].[CH:2]1([N:5]([CH:33]2[CH2:35][CH2:34]2)[C:6]([C:8]2[N:30]([CH2:31][CH3:32])[C:11]3=[N:12][C:13]([NH:20][C:21]4[CH:25]=[C:24]([CH:26]=[O:27])[N:23]([CH2:28][CH3:29])[N:22]=4)=[C:14]4[N:18]=[CH:17][N:16]([CH3:19])[C:15]4=[C:10]3[CH:9]=2)=[O:7])[CH2:4][CH2:3]1. Product: [CH:33]1([N:5]([CH:2]2[CH2:3][CH2:4]2)[C:6]([C:8]2[N:30]([CH2:31][CH3:32])[C:11]3=[N:12][C:13]([NH:20][C:21]4[CH:25]=[C:24]([CH2:26][OH:27])[N:23]([CH2:28][CH3:29])[N:22]=4)=[C:14]4[N:18]=[CH:17][N:16]([CH3:19])[C:15]4=[C:10]3[CH:9]=2)=[O:7])[CH2:34][CH2:35]1. The catalyst class is: 5. (3) Reactant: [Cl:1][C:2]1[CH:7]=[CH:6][C:5]([C:8]2[C:16]3[C:11](=[N:12][CH:13]=[N:14][C:15]=3[NH2:17])[NH:10][N:9]=2)=[CH:4][CH:3]=1.N1C=CC=CC=1.[CH3:24][S:25](Cl)(=[O:27])=[O:26]. Product: [Cl:1][C:2]1[CH:7]=[CH:6][C:5]([C:8]2[C:16]3[C:11](=[N:12][CH:13]=[N:14][C:15]=3[NH2:17])[N:10]([S:25]([CH3:24])(=[O:27])=[O:26])[N:9]=2)=[CH:4][CH:3]=1. The catalyst class is: 2. (4) Reactant: [Si:1]([O:8][CH2:9][C:10]1([CH3:38])[S:16][CH2:15][CH2:14][N:13]2[C:17]([C:20]3([C:23]4[CH:28]=[CH:27][C:26](B5OC(C)(C)C(C)(C)O5)=[CH:25][CH:24]=4)[CH2:22][CH2:21]3)=[N:18][N:19]=[C:12]2[CH2:11]1)([C:4]([CH3:7])([CH3:6])[CH3:5])([CH3:3])[CH3:2].Br[C:40]1[CH:41]=[N:42][CH:43]=[CH:44][C:45]=1[CH3:46].C(=O)([O-])[O-].[K+].[K+]. Product: [Si:1]([O:8][CH2:9][C:10]1([CH3:38])[S:16][CH2:15][CH2:14][N:13]2[C:17]([C:20]3([C:23]4[CH:24]=[CH:25][C:26]([C:40]5[CH:41]=[N:42][CH:43]=[CH:44][C:45]=5[CH3:46])=[CH:27][CH:28]=4)[CH2:22][CH2:21]3)=[N:18][N:19]=[C:12]2[CH2:11]1)([C:4]([CH3:7])([CH3:5])[CH3:6])([CH3:3])[CH3:2]. The catalyst class is: 437. (5) The catalyst class is: 2. Reactant: [Sn](Cl)(Cl)(Cl)Cl.[C:6]1([CH3:15])[CH:11]=[CH:10][C:9]([C:12](Cl)=[O:13])=[CH:8][CH:7]=1.[Si]([C:20]#[N:21])(C)(C)C. Product: [C:6]1([CH3:15])[CH:11]=[CH:10][C:9]([C:12]([C:20]#[N:21])=[O:13])=[CH:8][CH:7]=1. (6) Reactant: [NH2:1][C:2]1[CH:35]=[CH:34][C:5]([O:6][C:7]2[CH:12]=[CH:11][N:10]=[C:9]3[CH:13]=[C:14]([C:16]4[N:17]([CH3:33])[C:18]([CH2:21][N:22]([CH2:29][CH2:30][O:31][CH3:32])[C:23]([NH:25][CH:26]5[CH2:28][CH2:27]5)=[O:24])=[CH:19][N:20]=4)[S:15][C:8]=23)=[C:4]([F:36])[CH:3]=1.[N:37]1[CH:42]=C[CH:40]=[CH:39][CH:38]=1.ClC(OC1C=CC=CC=1)=[O:45].C1(N)CC1. Product: [F:36][C:4]1[CH:3]=[C:2]([NH:1][C:42]([NH:37][CH:38]2[CH2:40][CH2:39]2)=[O:45])[CH:35]=[CH:34][C:5]=1[O:6][C:7]1[CH:12]=[CH:11][N:10]=[C:9]2[CH:13]=[C:14]([C:16]3[N:17]([CH3:33])[C:18]([CH2:21][N:22]([CH2:29][CH2:30][O:31][CH3:32])[C:23]([NH:25][CH:26]4[CH2:27][CH2:28]4)=[O:24])=[CH:19][N:20]=3)[S:15][C:8]=12. The catalyst class is: 3.